From a dataset of Forward reaction prediction with 1.9M reactions from USPTO patents (1976-2016). Predict the product of the given reaction. (1) The product is: [CH:8]1[C:9]2[C:14](=[CH:13][CH:12]=[CH:11][CH:10]=2)[CH:15]=[CH:16][C:7]=1[C:32]1[CH2:33][CH2:34][C:27]2([CH2:28][CH2:29][NH:24][CH2:25][CH2:26]2)[CH2:30][CH:31]=1. Given the reactants [Li]C(C)(C)C.Br[C:7]1[CH:16]=[CH:15][C:14]2[C:9](=[CH:10][CH:11]=[CH:12][CH:13]=2)[CH:8]=1.C(OC([N:24]1[CH2:29][CH2:28][C:27]2([CH2:34][CH2:33][C:32](=O)[CH2:31][CH2:30]2)[CH2:26][CH2:25]1)=O)(C)(C)C, predict the reaction product. (2) The product is: [Cl:1][C:2]1[C:3](=[O:28])[N:4]([C:17]2[CH:22]=[C:21]([C:23]3[CH:24]=[CH:25][N:34]=[C:32]([C:31]([OH:30])([CH3:36])[CH3:35])[N:33]=3)[CH:20]=[CH:19][C:18]=2[CH3:27])[C:5]([CH3:16])=[N:6][C:7]=1[O:8][CH2:9][C:10]1[N:11]=[C:12]([CH3:15])[S:13][CH:14]=1. Given the reactants [Cl:1][C:2]1[C:3](=[O:28])[N:4]([C:17]2[CH:22]=[C:21]([C:23](=O)[C:24]#[CH:25])[CH:20]=[CH:19][C:18]=2[CH3:27])[C:5]([CH3:16])=[N:6][C:7]=1[O:8][CH2:9][C:10]1[N:11]=[C:12]([CH3:15])[S:13][CH:14]=1.Cl.[OH:30][C:31]([CH3:36])([CH3:35])[C:32]([NH2:34])=[NH:33].C(=O)([O-])[O-].[K+].[K+], predict the reaction product. (3) Given the reactants [CH2:1]([C:3]1[N:7]([C:8]2[N:16]=[C:15]3[C:11]([N:12]=[C:13]([C:18]4([O:22][CH3:23])[CH2:21][NH:20][CH2:19]4)[N:14]3[CH3:17])=[C:10]([N:24]3[CH2:29][CH2:28][O:27][CH2:26][CH2:25]3)[N:9]=2)[C:6]2[CH:30]=[CH:31][CH:32]=[CH:33][C:5]=2[N:4]=1)[CH3:2].[C:34]([O-])(=[O:38])[C@H:35]([CH3:37])[OH:36].[Na+].C1C=CC2N(O)N=NC=2C=1.CCN=C=NCCCN(C)C, predict the reaction product. The product is: [CH2:1]([C:3]1[N:7]([C:8]2[N:16]=[C:15]3[C:11]([N:12]=[C:13]([C:18]4([O:22][CH3:23])[CH2:21][N:20]([C:34](=[O:38])[C@@H:35]([OH:36])[CH3:37])[CH2:19]4)[N:14]3[CH3:17])=[C:10]([N:24]3[CH2:29][CH2:28][O:27][CH2:26][CH2:25]3)[N:9]=2)[C:6]2[CH:30]=[CH:31][CH:32]=[CH:33][C:5]=2[N:4]=1)[CH3:2]. (4) Given the reactants [NH:1]1[C:10]2[C:5](=[CH:6][CH:7]=[C:8]([C:11]([O:13][CH3:14])=[O:12])[CH:9]=2)[CH2:4][CH2:3][CH2:2]1.[Li+].[CH3:16][Si]([N-][Si](C)(C)C)(C)C.O1CCCC1.CI, predict the reaction product. The product is: [CH3:16][N:1]1[C:10]2[C:5](=[CH:6][CH:7]=[C:8]([C:11]([O:13][CH3:14])=[O:12])[CH:9]=2)[CH2:4][CH2:3][CH2:2]1. (5) The product is: [Cl:25][C:20]1[CH:19]=[C:18]([NH:17][C:16]2[C:11]3[C:10]4[CH2:27][CH2:28][N:7]([C:5](=[O:6])/[CH:4]=[CH:3]/[CH2:2][N:42]5[CH2:43][CH2:44][CH2:45][O:39][CH2:40][CH2:41]5)[CH2:8][C:9]=4[S:26][C:12]=3[N:13]=[CH:14][N:15]=2)[CH:23]=[CH:22][C:21]=1[Cl:24]. Given the reactants Cl[CH2:2]/[CH:3]=[CH:4]/[C:5]([N:7]1[CH2:28][CH2:27][C:10]2[C:11]3[C:16]([NH:17][C:18]4[CH:23]=[CH:22][C:21]([Cl:24])=[C:20]([Cl:25])[CH:19]=4)=[N:15][CH:14]=[N:13][C:12]=3[S:26][C:9]=2[CH2:8]1)=[O:6].CCN(C(C)C)C(C)C.Cl.[O:39]1[CH2:45][CH2:44][CH2:43][NH:42][CH2:41][CH2:40]1, predict the reaction product. (6) Given the reactants [S:1]1[C:5]2[NH:6][C:7]([C:9]([NH2:11])=[O:10])=[CH:8][C:4]=2[CH:3]=[CH:2]1.[H-].[Na+].[C:14]1([S:20][S:20][C:14]2[CH:19]=[CH:18][CH:17]=[CH:16][CH:15]=2)[CH:19]=[CH:18][CH:17]=[CH:16][CH:15]=1.O, predict the reaction product. The product is: [C:14]1([S:20][C:8]2[C:4]3[CH:3]=[CH:2][S:1][C:5]=3[NH:6][C:7]=2[C:9]([NH2:11])=[O:10])[CH:19]=[CH:18][CH:17]=[CH:16][CH:15]=1.